From a dataset of Forward reaction prediction with 1.9M reactions from USPTO patents (1976-2016). Predict the product of the given reaction. (1) Given the reactants [CH3:1][C:2]1[CH:9]=[C:8]([N+:10]([O-:12])=[O:11])[CH:7]=[CH:6][C:3]=1[C:4]#[N:5].[Br:13]N1C(=O)CCC1=O.N(C(C)(C)C#N)=NC(C)(C)C#N, predict the reaction product. The product is: [Br:13][CH2:1][C:2]1[CH:9]=[C:8]([N+:10]([O-:12])=[O:11])[CH:7]=[CH:6][C:3]=1[C:4]#[N:5]. (2) Given the reactants [NH2:1][C:2]1[CH:7]=[CH:6][C:5]([Cl:8])=[CH:4][C:3]=1[OH:9].Br[CH2:11][C:12]([C:14]1[CH:23]=[CH:22][C:17]([C:18]([O:20][CH3:21])=[O:19])=[CH:16][CH:15]=1)=O, predict the reaction product. The product is: [Cl:8][C:5]1[CH:6]=[CH:7][C:2]2[N:1]=[C:12]([C:14]3[CH:23]=[CH:22][C:17]([C:18]([O:20][CH3:21])=[O:19])=[CH:16][CH:15]=3)[CH2:11][O:9][C:3]=2[CH:4]=1. (3) Given the reactants [C:1]([C:5]1[C:6](=[O:24])[C:7](=[CH:15][C:16]2[CH:21]=[CH:20][C:19]([CH3:22])=[C:18]([CH3:23])[CH:17]=2)[CH:8]=[C:9]([C:11]([CH3:14])([CH3:13])[CH3:12])[CH:10]=1)([CH3:4])([CH3:3])[CH3:2].FC(F)(F)[C:27](O)=[O:28], predict the reaction product. The product is: [C:11]([C:9]1[CH:10]=[C:5]([C:1]([CH3:2])([CH3:3])[CH3:4])[C:6]2[O:24][C:27](=[O:28])[CH:15]([C:16]3[CH:21]=[CH:20][C:19]([CH3:22])=[C:18]([CH3:23])[CH:17]=3)[C:7]=2[CH:8]=1)([CH3:14])([CH3:13])[CH3:12]. (4) Given the reactants Br[CH2:2][C:3]1[C:8]([CH3:9])=[CH:7][CH:6]=[CH:5][C:4]=1[N:10]1[C:14](=[O:15])[N:13]([CH3:16])[N:12]=[N:11]1.[Br:17][C:18]1[CH:23]=[CH:22][C:21]([OH:24])=[CH:20][C:19]=1[C:25]#[N:26].C(=O)([O-])[O-].[K+].[K+].C(#N)C, predict the reaction product. The product is: [Br:17][C:18]1[CH:23]=[CH:22][C:21]([O:24][CH2:2][C:3]2[C:8]([CH3:9])=[CH:7][CH:6]=[CH:5][C:4]=2[N:10]2[C:14](=[O:15])[N:13]([CH3:16])[N:12]=[N:11]2)=[CH:20][C:19]=1[C:25]#[N:26].